Predict the reactants needed to synthesize the given product. From a dataset of Full USPTO retrosynthesis dataset with 1.9M reactions from patents (1976-2016). (1) Given the product [C:21]1([CH:27]([C:2]2[S:1][C:5]3[C:6]([C:10]4[CH:15]=[CH:14][CH:13]=[CH:12][N:11]=4)=[CH:7][CH:8]=[CH:9][C:4]=3[CH:3]=2)[NH:28][S:29]([C:32]2[CH:42]=[CH:41][C:35]3[O:36][CH2:37][CH2:38][CH2:39][O:40][C:34]=3[CH:33]=2)(=[O:30])=[O:31])[CH:22]=[CH:23][CH:24]=[CH:25][CH:26]=1, predict the reactants needed to synthesize it. The reactants are: [S:1]1[C:5]2[C:6]([C:10]3[CH:15]=[CH:14][CH:13]=[CH:12][N:11]=3)=[CH:7][CH:8]=[CH:9][C:4]=2[CH:3]=[CH:2]1.C([Li])CCC.[C:21]1([CH:27]=[N:28][S:29]([C:32]2[CH:42]=[CH:41][C:35]3[O:36][CH2:37][CH2:38][CH2:39][O:40][C:34]=3[CH:33]=2)(=[O:31])=[O:30])[CH:26]=[CH:25][CH:24]=[CH:23][CH:22]=1.[Cl-].[NH4+]. (2) Given the product [N+:8]([C:11]1[C:19]2[N:18]=[CH:17][N:16]([C:25]([O:24][C:21]([CH3:23])([CH3:22])[CH3:20])=[O:26])[C:15]=2[CH:14]=[CH:13][CH:12]=1)([O-:10])=[O:9], predict the reactants needed to synthesize it. The reactants are: C(N(CC)CC)C.[N+:8]([C:11]1[C:19]2[N:18]=[CH:17][NH:16][C:15]=2[CH:14]=[CH:13][CH:12]=1)([O-:10])=[O:9].[CH3:20][C:21]([O:24][C:25](O[C:25]([O:24][C:21]([CH3:23])([CH3:22])[CH3:20])=[O:26])=[O:26])([CH3:23])[CH3:22]. (3) Given the product [C:17]([C:18]1[CH:25]=[CH:24][C:21]([CH2:22][NH:23][C:4](=[O:6])[CH:3]([O:2][CH3:1])[C:7]2[CH:12]=[CH:11][CH:10]=[C:9]([N+:13]([O-:15])=[O:14])[CH:8]=2)=[CH:20][CH:19]=1)#[N:16], predict the reactants needed to synthesize it. The reactants are: [CH3:1][O:2][CH:3]([C:7]1[CH:12]=[CH:11][CH:10]=[C:9]([N+:13]([O-:15])=[O:14])[CH:8]=1)[C:4]([OH:6])=O.[NH2:16][CH2:17][C:18]1[CH:25]=[CH:24][C:21]([C:22]#[N:23])=[CH:20][CH:19]=1. (4) The reactants are: Cl.Cl.[NH2:3][CH2:4][CH2:5][N:6]1[CH2:11][CH2:10][C:9](=[C:12]2[C:18]3[CH:19]=[CH:20][CH:21]=[CH:22][C:17]=3[CH:16]=[CH:15][C:14]3[CH:23]=[CH:24][CH:25]=[CH:26][C:13]2=3)[CH2:8][CH2:7]1.[C:27]([O:31][C:32]([N:34]1[CH2:42][CH2:41][CH:37]([C:38](O)=[O:39])[CH2:36][CH2:35]1)=[O:33])([CH3:30])([CH3:29])[CH3:28].C(N(CC)CC)C.Cl.C(N=C=NCCCN(C)C)C. Given the product [C:27]([O:31][C:32]([N:34]1[CH2:42][CH2:41][CH:37]([C:38]([NH:3][CH2:4][CH2:5][N:6]2[CH2:11][CH2:10][C:9](=[C:12]3[C:18]4[CH:19]=[CH:20][CH:21]=[CH:22][C:17]=4[CH:16]=[CH:15][C:14]4[CH:23]=[CH:24][CH:25]=[CH:26][C:13]3=4)[CH2:8][CH2:7]2)=[O:39])[CH2:36][CH2:35]1)=[O:33])([CH3:30])([CH3:28])[CH3:29], predict the reactants needed to synthesize it. (5) Given the product [NH:1]([CH2:2][CH2:3][O:4][C:5]1[CH:10]=[CH:9][C:8]([NH:11][C:12](=[O:21])[C:13]2[CH:18]=[CH:17][CH:16]=[C:15]([O:19][CH3:20])[CH:14]=2)=[CH:7][C:6]=1[C:22]1[N:26]([CH3:27])[N:25]=[CH:24][CH:23]=1)[C:36]([NH2:37])=[NH:35], predict the reactants needed to synthesize it. The reactants are: [NH2:1][CH2:2][CH2:3][O:4][C:5]1[CH:10]=[CH:9][C:8]([NH:11][C:12](=[O:21])[C:13]2[CH:18]=[CH:17][CH:16]=[C:15]([O:19][CH3:20])[CH:14]=2)=[CH:7][C:6]=1[C:22]1[N:26]([CH3:27])[N:25]=[CH:24][CH:23]=1.C([NH:35][C:36](NC(OC(C)(C)C)=O)=[N:37]S(C(F)(F)F)(=O)=O)(OC(C)(C)C)=O.C(N(CC)CC)C.C(O)(C(F)(F)F)=O. (6) Given the product [F:1][C:2]1[CH:3]=[CH:4][C:5]([C:8]2[C:20]([C:21](=[O:23])[CH:22]=[CH:26][N:27]([CH3:29])[CH3:28])=[C:11]3[CH:12]=[CH:13][C:14]([C:16]([F:19])([F:18])[F:17])=[CH:15][N:10]3[N:9]=2)=[CH:6][CH:7]=1, predict the reactants needed to synthesize it. The reactants are: [F:1][C:2]1[CH:7]=[CH:6][C:5]([C:8]2[C:20]([C:21](=[O:23])[CH3:22])=[C:11]3[CH:12]=[CH:13][C:14]([C:16]([F:19])([F:18])[F:17])=[CH:15][N:10]3[N:9]=2)=[CH:4][CH:3]=1.CO[CH:26](OC)[N:27]([CH3:29])[CH3:28]. (7) Given the product [CH3:1][O:2][C:3]1[CH:4]=[C:5]([CH:32]=[CH:33][C:34]=1[O:35][CH3:36])[CH2:6][CH:7]1[C:13]2[CH:14]=[C:15]([O:20][CH3:21])[C:16]([O:18][CH3:19])=[CH:17][C:12]=2[CH2:11][CH2:10][CH2:9][N:8]1[CH:22]([C:26]1[CH:27]=[CH:28][CH:29]=[CH:30][CH:31]=1)[C:23]([NH:37][CH2:38][CH2:39][C:40]([N:42]([CH2:44][CH3:45])[CH3:43])=[O:41])=[O:25], predict the reactants needed to synthesize it. The reactants are: [CH3:1][O:2][C:3]1[CH:4]=[C:5]([CH:32]=[CH:33][C:34]=1[O:35][CH3:36])[CH2:6][CH:7]1[C:13]2[CH:14]=[C:15]([O:20][CH3:21])[C:16]([O:18][CH3:19])=[CH:17][C:12]=2[CH2:11][CH2:10][CH2:9][N:8]1[CH:22]([C:26]1[CH:31]=[CH:30][CH:29]=[CH:28][CH:27]=1)[C:23]([OH:25])=O.[NH2:37][CH2:38][CH2:39][C:40]([N:42]([CH2:44][CH3:45])[CH3:43])=[O:41].